This data is from Forward reaction prediction with 1.9M reactions from USPTO patents (1976-2016). The task is: Predict the product of the given reaction. (1) Given the reactants [H-].[Al+3].[Li+].[H-].[H-].[H-].[F:7][C:8]1[CH:9]=[C:10]([CH2:14][CH2:15][C@H:16]2[CH2:20][CH2:19][CH2:18][N:17]2[C:21](=O)[CH3:22])[CH:11]=[CH:12][CH:13]=1.[OH-].[Na+].S([O-])([O-])(=O)=O.[Na+].[Na+], predict the reaction product. The product is: [CH2:21]([N:17]1[CH2:18][CH2:19][CH2:20][C@@H:16]1[CH2:15][CH2:14][C:10]1[CH:11]=[CH:12][CH:13]=[C:8]([F:7])[CH:9]=1)[CH3:22]. (2) Given the reactants C[O:2][CH:3](Cl)Cl.Cl[Sn](Cl)(Cl)Cl.[F:11][C:12]1[C:21]2[C:16](=[CH:17][CH:18]=[CH:19][CH:20]=2)[CH:15]=[CH:14][CH:13]=1, predict the reaction product. The product is: [F:11][C:12]1[C:21]2[C:16](=[CH:17][CH:18]=[CH:19][CH:20]=2)[C:15]([CH:3]=[O:2])=[CH:14][CH:13]=1. (3) Given the reactants [C:1]([O:5][C:6]([N:8](C(OC(C)(C)C)=O)[C:9]1[O:17][C:16]2[C:11](=[N:12][CH:13]=[C:14]([CH:18]3[CH2:22][CH2:21][O:20][CH2:19]3)[CH:15]=2)[C:10]=1[C:23]([O:25]CC)=[O:24])=[O:7])([CH3:4])([CH3:3])[CH3:2].O[Li].O.O.Cl, predict the reaction product. The product is: [C:1]([O:5][C:6]([NH:8][C:9]1[O:17][C:16]2[C:11](=[N:12][CH:13]=[C:14]([CH:18]3[CH2:22][CH2:21][O:20][CH2:19]3)[CH:15]=2)[C:10]=1[C:23]([OH:25])=[O:24])=[O:7])([CH3:4])([CH3:2])[CH3:3].